Dataset: Retrosynthesis with 50K atom-mapped reactions and 10 reaction types from USPTO. Task: Predict the reactants needed to synthesize the given product. (1) Given the product COc1cccc(N)c1C, predict the reactants needed to synthesize it. The reactants are: COc1cccc([N+](=O)[O-])c1C. (2) Given the product C[C@@H](O[C@H]1CCN(C(=O)[C@H]2CC[C@H](N3CCCCC3=O)CC2)C[C@H]1c1ccccc1)c1cc(C(F)(F)F)cc(C(F)(F)F)c1, predict the reactants needed to synthesize it. The reactants are: C[C@@H](O[C@H]1CCN(C(=O)[C@H]2CC[C@H](NC(=O)CCCCCl)CC2)C[C@H]1c1ccccc1)c1cc(C(F)(F)F)cc(C(F)(F)F)c1. (3) Given the product COc1cc(-c2ccc(-c3nc4cc(N)ccc4o3)cc2)cc(OC)c1OC, predict the reactants needed to synthesize it. The reactants are: COc1cc(-c2ccc(-c3nc4cc([N+](=O)[O-])ccc4o3)cc2)cc(OC)c1OC. (4) Given the product CCc1ccc(N(Cc2ccc(N(C)C)cc2)C(=O)C2CCc3ccccc32)cc1, predict the reactants needed to synthesize it. The reactants are: CCc1ccc(NCc2ccc(N(C)C)cc2)cc1.O=C(O)C1CCc2ccccc21. (5) Given the product CNC(=O)C[C@@H]1C[C@H](c2ccc(OC)cc2)[C@@H](OCc2ccc3c(c2)N(CCCOC)CCO3)CN1C(=O)OCc1ccccc1, predict the reactants needed to synthesize it. The reactants are: CN.COCCCN1CCOc2ccc(CO[C@H]3CN(C(=O)OCc4ccccc4)[C@H](CC(=O)O)C[C@@H]3c3ccc(OC)cc3)cc21. (6) Given the product Cc1c(C(=O)NC2CCOCC2)cc(C2=NNC3(CCCCC3)C2)n1CC1CCCCC1, predict the reactants needed to synthesize it. The reactants are: Cc1c(C(=O)O)cc(C2=NNC3(CCCCC3)C2)n1CC1CCCCC1.NC1CCOCC1.